Dataset: Full USPTO retrosynthesis dataset with 1.9M reactions from patents (1976-2016). Task: Predict the reactants needed to synthesize the given product. (1) Given the product [N:22]1[CH:27]=[CH:26][C:25]([C:2]2[CH:3]=[C:4]3[C:8](=[CH:9][CH:10]=2)[NH:7][C:6]([C:11]([OH:13])=[O:12])=[CH:5]3)=[CH:24][CH:23]=1, predict the reactants needed to synthesize it. The reactants are: Br[C:2]1[CH:3]=[C:4]2[C:8](=[CH:9][CH:10]=1)[NH:7][C:6]([C:11]([OH:13])=[O:12])=[CH:5]2.[O-]P([O-])([O-])=O.[K+].[K+].[K+].[N:22]1[CH:27]=[CH:26][C:25](B(O)O)=[CH:24][CH:23]=1.O1CCOCC1. (2) Given the product [Br:1][C:2]1[C:3]([CH3:11])=[C:4]([Cl:10])[C:5]([CH2:9][OH:18])=[N:6][CH:7]=1, predict the reactants needed to synthesize it. The reactants are: [Br:1][C:2]1[C:3]([CH3:11])=[C:4]([Cl:10])[C:5]([CH3:9])=[N+:6]([O-])[CH:7]=1.ClCCl.FC(F)(F)C(OC(=O)C(F)(F)F)=[O:18].C(=O)([O-])[O-].[K+].[K+].[OH-].[Na+].O.Cl.C(=O)(O)[O-].[Na+]. (3) Given the product [CH3:1][C@H:2]1[CH2:7][N:6]([C:22]2[C:31]3[C:26](=[CH:27][CH:28]=[C:29]([C:32]4[CH:37]=[CH:36][CH:35]=[C:34]([C:38]5[S:39][CH:40]=[CH:41][N:42]=5)[N:33]=4)[CH:30]=3)[N:25]=[CH:24][CH:23]=2)[CH2:5][C@@H:4]([NH2:8])[CH2:3]1, predict the reactants needed to synthesize it. The reactants are: [CH3:1][C@H:2]1[CH2:7][NH:6][CH2:5][C@@H:4]([NH:8]C(=O)OC(C)(C)C)[CH2:3]1.FC(F)(F)S(O[C:22]1[C:31]2[C:26](=[CH:27][CH:28]=[C:29]([C:32]3[CH:37]=[CH:36][CH:35]=[C:34]([C:38]4[S:39][CH:40]=[CH:41][N:42]=4)[N:33]=3)[CH:30]=2)[N:25]=[CH:24][CH:23]=1)(=O)=O.CCN(C(C)C)C(C)C. (4) The reactants are: [NH2:1][C:2]([C:4]1[CH:5]=[C:6]2[C:11](=[CH:12][CH:13]=1)[C:10](=[O:14])[N:9]([CH2:15][CH:16]([CH3:18])[CH3:17])[C:8]([CH2:19][NH:20][C:21](=[O:27])[O:22]C(C)(C)C)=[C:7]2[C:28]1[CH:33]=[CH:32][CH:31]=[CH:30][CH:29]=1)=[S:3].C(N(CC)CC)C.ClC(O[CH2:45][CH:46]1[C:58]2[CH:57]=[CH:56][CH:55]=[CH:54][C:53]=2[C:52]2[C:47]1=[CH:48][CH:49]=[CH:50][CH:51]=2)=O.O. Given the product [NH2:1][C:2]([C:4]1[CH:5]=[C:6]2[C:11](=[CH:12][CH:13]=1)[C:10](=[O:14])[N:9]([CH2:15][CH:16]([CH3:18])[CH3:17])[C:8]([CH2:19][NH:20][C:21](=[O:27])[O:22][CH2:45][CH:46]1[C:47]3[CH:48]=[CH:49][CH:50]=[CH:51][C:52]=3[C:53]3[C:58]1=[CH:57][CH:56]=[CH:55][CH:54]=3)=[C:7]2[C:28]1[CH:33]=[CH:32][CH:31]=[CH:30][CH:29]=1)=[S:3], predict the reactants needed to synthesize it. (5) Given the product [CH:21]1[C:22]([N:25]2[C:26](=[O:31])[CH2:27][O:28][CH2:29][CH2:30]2)=[CH:23][CH:24]=[C:19]([N:15]2[C:16](=[O:18])[O:17][C@@H:13]([CH2:12][NH:11][C:38]([C:36]3[S:37][C:33]([Cl:32])=[CH:34][CH:35]=3)=[O:39])[CH2:14]2)[CH:20]=1, predict the reactants needed to synthesize it. The reactants are: C(=O)([O-])[O-].[Na+].[Na+].C(O)(=O)C.[NH2:11][CH2:12][C@@H:13]1[O:17][C:16](=[O:18])[N:15]([C:19]2[CH:24]=[CH:23][C:22]([N:25]3[CH2:30][CH2:29][O:28][CH2:27][C:26]3=[O:31])=[CH:21][CH:20]=2)[CH2:14]1.[Cl:32][C:33]1[S:37][C:36]([C:38](Cl)=[O:39])=[CH:35][CH:34]=1. (6) Given the product [CH2:1]([N:8]1[CH2:16][CH:11]2[CH2:12][O:13][CH2:14][CH2:15][N:10]2[C:9]1=[O:18])[C:2]1[CH:7]=[CH:6][CH:5]=[CH:4][CH:3]=1, predict the reactants needed to synthesize it. The reactants are: [CH2:1]([N:8]1[C:16](=O)[CH:11]2[CH2:12][O:13][CH2:14][CH2:15][N:10]2[C:9]1=[O:18])[C:2]1[CH:7]=[CH:6][CH:5]=[CH:4][CH:3]=1.B.C1COCC1.CO.